The task is: Regression. Given a peptide amino acid sequence and an MHC pseudo amino acid sequence, predict their binding affinity value. This is MHC class I binding data.. This data is from Peptide-MHC class I binding affinity with 185,985 pairs from IEDB/IMGT. The peptide sequence is RYVARLSSNSR. The MHC is Patr-A0901 with pseudo-sequence Patr-A0901. The binding affinity (normalized) is 0.181.